This data is from Catalyst prediction with 721,799 reactions and 888 catalyst types from USPTO. The task is: Predict which catalyst facilitates the given reaction. (1) Reactant: Cl.[CH2:2]([O:4][CH2:5][C@@H:6]1[CH2:11][CH2:10][CH2:9][NH:8][CH2:7]1)[CH3:3].[C:12]([O:16][C:17](=[O:27])[NH:18][C@H:19]1[CH2:24][CH2:23][CH2:22][CH2:21][C@@H:20]1[CH:25]=O)([CH3:15])([CH3:14])[CH3:13].C(O[BH-](OC(=O)C)OC(=O)C)(=O)C.[Na+].[OH-].[Na+]. Product: [C:12]([O:16][C:17](=[O:27])[NH:18][C@H:19]1[CH2:24][CH2:23][CH2:22][CH2:21][C@@H:20]1[CH2:25][N:8]1[CH2:9][CH2:10][CH2:11][C@@H:6]([CH2:5][O:4][CH2:2][CH3:3])[CH2:7]1)([CH3:15])([CH3:13])[CH3:14]. The catalyst class is: 46. (2) Reactant: [Br:1][C:2]1[CH:7]=[CH:6][N:5]2[C:8](=[O:11])[NH:9][N:10]=[C:4]2[C:3]=1[I:12].C(N(CC)C(C)C)(C)C.[CH3:22][O:23][CH2:24]Cl. Product: [Br:1][C:2]1[CH:7]=[CH:6][N:5]2[C:8](=[O:11])[N:9]([CH2:22][O:23][CH3:24])[N:10]=[C:4]2[C:3]=1[I:12]. The catalyst class is: 3.